From a dataset of Full USPTO retrosynthesis dataset with 1.9M reactions from patents (1976-2016). Predict the reactants needed to synthesize the given product. (1) Given the product [CH2:1]([O:3][C:4]([C:6]1[N:7]=[C:8]([C:27]2[CH:32]=[CH:31][CH:30]=[CH:29][CH:28]=2)[C:9]2[N:10]([C:20]3[CH:25]=[CH:24][CH:23]=[CH:22][CH:21]=3)[C:11]3[C:16]([C:17]=2[C:18]=1[OH:19])=[CH:15][CH:14]=[CH:13][CH:12]=3)=[O:5])[CH3:2], predict the reactants needed to synthesize it. The reactants are: [CH2:1]([O:3][C:4]([C:6]1[N:7]=[C:8](Br)[C:9]2[N:10]([C:20]3[CH:25]=[CH:24][CH:23]=[CH:22][CH:21]=3)[C:11]3[C:16]([C:17]=2[C:18]=1[OH:19])=[CH:15][CH:14]=[CH:13][CH:12]=3)=[O:5])[CH3:2].[C:27]1([Sn](CCCC)(CCCC)CCCC)[CH:32]=[CH:31][CH:30]=[CH:29][CH:28]=1. (2) The reactants are: C1C=C(Cl)C=C(C(OO)=[O:9])C=1.[CH3:12][C:13]1[CH:14]=[CH:15][C:16]([C:19]([OH:21])=[O:20])=[N:17][CH:18]=1. Given the product [CH3:12][C:13]1[CH:18]=[N+:17]([O-:9])[C:16]([C:19]([OH:21])=[O:20])=[CH:15][CH:14]=1, predict the reactants needed to synthesize it. (3) The reactants are: [C:1]([O:5][C:6]([N:8]1[CH:16]2[CH:11]([CH2:12][CH2:13][CH2:14][CH2:15]2)[CH2:10][C@H:9]1[C:17]([OH:19])=O)=[O:7])([CH3:4])([CH3:3])[CH3:2].Cl.[CH3:21][O:22][C:23](=[O:30])[CH2:24][CH2:25][C:26]([CH2:28][NH2:29])=[O:27].C1C=CC2N(O)N=NC=2C=1.C(Cl)CCl.C(N(CC)CC)C. Given the product [CH3:21][O:22][C:23](=[O:30])[CH2:24][CH2:25][C:26]([CH2:28][NH:29][C:17]([C@@H:9]1[CH2:10][CH:11]2[CH:16]([CH2:15][CH2:14][CH2:13][CH2:12]2)[N:8]1[C:6]([O:5][C:1]([CH3:2])([CH3:4])[CH3:3])=[O:7])=[O:19])=[O:27], predict the reactants needed to synthesize it. (4) Given the product [CH3:37][C:16]1[CH:17]=[C:18]([C:22]2[NH:31][C:30](=[O:32])[C:29]3[C:24](=[CH:25][C:26]([O:35][CH3:36])=[CH:27][C:28]=3[O:33][CH3:34])[N:23]=2)[CH:19]=[C:20]([CH3:21])[C:15]=1[O:14][CH2:13][CH2:12][NH:11][C:5]1[O:4][N:3]=[C:2]([CH3:1])[N:6]=1, predict the reactants needed to synthesize it. The reactants are: [CH3:1][C:2]1[N:6]=[C:5](C(Cl)(Cl)Cl)[O:4][N:3]=1.[NH2:11][CH2:12][CH2:13][O:14][C:15]1[C:20]([CH3:21])=[CH:19][C:18]([C:22]2[NH:31][C:30](=[O:32])[C:29]3[C:24](=[CH:25][C:26]([O:35][CH3:36])=[CH:27][C:28]=3[O:33][CH3:34])[N:23]=2)=[CH:17][C:16]=1[CH3:37].C(=O)([O-])[O-].[Cs+].[Cs+].O. (5) Given the product [Cl:12][C:9]1[CH:10]=[C:11]([C:3]#[C:2][CH2:1][OH:4])[CH:6]=[CH:7][C:8]=1[Cl:13], predict the reactants needed to synthesize it. The reactants are: [CH2:1]([OH:4])[C:2]#[CH:3].I[C:6]1[CH:11]=[CH:10][C:9]([Cl:12])=[C:8]([Cl:13])[CH:7]=1.C(N(CC)CC)C. (6) Given the product [CH3:25][C:21]1([CH3:24])[O:20][C:19]([C:17]2[CH:16]=[CH:15][N:37]3[CH:38]=[CH:39][N:40]=[C:36]3[N:35]=2)([CH3:26])[CH2:23][O:22]1, predict the reactants needed to synthesize it. The reactants are: CC1(C)OC(C(=O)C)(C)CO1.C(O[CH:15](OCC)[CH2:16][C:17]([C:19]1([CH3:26])[CH2:23][O:22][C:21]([CH3:25])([CH3:24])[O:20]1)=O)C.S(O)(O)(=O)=O.[NH2:35][C:36]1[NH:37][CH:38]=[CH:39][N:40]=1.